Dataset: Catalyst prediction with 721,799 reactions and 888 catalyst types from USPTO. Task: Predict which catalyst facilitates the given reaction. (1) Reactant: [O:1]1[CH2:6][CH2:5][N:4]([C:7]23[C:34]4[CH:33]=[CH:32][C:31]([CH:35]([OH:38])CO)=[CH:30][C:29]=4[O:28][CH2:27][CH:8]2[C:9]([C:12]2[O:16][N:15]=[C:14]([C:17]4[CH:22]=[CH:21][CH:20]=[CH:19][CH:18]=4)[C:13]=2[C:23]([F:26])([F:25])[F:24])=[N:10][O:11]3)[CH2:3][CH2:2]1.I([O-])(=O)(=O)=O.[Na+]. Product: [O:1]1[CH2:2][CH2:3][N:4]([C:7]23[C:34]4[CH:33]=[CH:32][C:31]([CH:35]=[O:38])=[CH:30][C:29]=4[O:28][CH2:27][CH:8]2[C:9]([C:12]2[O:16][N:15]=[C:14]([C:17]4[CH:18]=[CH:19][CH:20]=[CH:21][CH:22]=4)[C:13]=2[C:23]([F:25])([F:26])[F:24])=[N:10][O:11]3)[CH2:5][CH2:6]1. The catalyst class is: 20. (2) Reactant: [Br:1][C:2]1[CH:7]=[C:6]([Cl:8])[CH:5]=[CH:4][C:3]=1[OH:9].[CH3:10][O:11][C:12](=[O:16])[CH:13](Br)[CH3:14].C([O-])([O-])=O.[K+].[K+]. Product: [Br:1][C:2]1[CH:7]=[C:6]([Cl:8])[CH:5]=[CH:4][C:3]=1[O:9][CH:13]([CH3:14])[C:12]([O:11][CH3:10])=[O:16]. The catalyst class is: 57. (3) Product: [CH2:11]([O:1][C:2]1[CH:3]=[CH:4][C:5]([CH3:10])=[C:6]([CH:9]=1)[CH:7]=[O:8])[C:12]1[CH:17]=[CH:16][CH:15]=[CH:14][CH:13]=1. Reactant: [OH:1][C:2]1[CH:3]=[CH:4][C:5]([CH3:10])=[C:6]([CH:9]=1)[CH:7]=[O:8].[CH2:11](Br)[C:12]1[CH:17]=[CH:16][CH:15]=[CH:14][CH:13]=1.C([O-])([O-])=O.[Cs+].[Cs+]. The catalyst class is: 3. (4) Reactant: [Br:1][C:2]1[CH:3]=[N:4][C:5]([CH3:8])=[N:6][CH:7]=1.C1C(=O)N([Br:16])C(=O)C1.C(OOC(=O)C1C=CC=CC=1)(=O)C1C=CC=CC=1. Product: [Br:1][C:2]1[CH:3]=[N:4][C:5]([CH2:8][Br:16])=[N:6][CH:7]=1. The catalyst class is: 717. (5) Reactant: Cl.[NH2:2][CH:3]1[CH2:7][CH2:6][N:5]([C:8]2[N:9]=[C:10]([NH:17][C:18]3[CH:23]=[CH:22][C:21]([O:24][CH3:25])=[C:20]([O:26][CH3:27])[CH:19]=3)[C:11]3[N:16]=[CH:15][S:14][C:12]=3[N:13]=2)[CH2:4]1.[OH:28][C:29]1[CH:30]=[C:31]([CH:35]=[CH:36][C:37]=1[C:38]([O:40][CH3:41])=[O:39])[C:32](O)=[O:33].CCN=C=NCCCN(C)C.CN1C=CN=C1. Product: [CH3:27][O:26][C:20]1[CH:19]=[C:18]([NH:17][C:10]2[C:11]3[N:16]=[CH:15][S:14][C:12]=3[N:13]=[C:8]([N:5]3[CH2:6][CH2:7][CH:3]([NH:2][C:32]([C:31]4[CH:35]=[CH:36][C:37]([C:38]([O:40][CH3:41])=[O:39])=[C:29]([OH:28])[CH:30]=4)=[O:33])[CH2:4]3)[N:9]=2)[CH:23]=[CH:22][C:21]=1[O:24][CH3:25]. The catalyst class is: 2.